From a dataset of Reaction yield outcomes from USPTO patents with 853,638 reactions. Predict the reaction yield, written as a fraction of the theoretical maximum amount of product (1.0 means a 100% yield; for example, 0.34 means a 34% yield). (1) The yield is 0.431. The catalyst is CN(C)C=O.O. The product is [CH:28]1([CH2:33][CH:34]([C:38]2[CH:43]=[CH:42][C:41]([S:44][CH3:45])=[C:40]([C:46]([F:49])([F:48])[F:47])[CH:39]=2)[C:35]([NH:59][C:60]2[S:61][CH:62]=[CH:63][N:64]=2)=[O:36])[CH2:29][CH2:30][CH2:31][CH2:32]1. The reactants are F[P-](F)(F)(F)(F)F.N1(O[P+](N(C)C)(N(C)C)N(C)C)C2C=CC=CC=2N=N1.[CH:28]1([CH2:33][CH:34]([C:38]2[CH:43]=[CH:42][C:41]([S:44][CH3:45])=[C:40]([C:46]([F:49])([F:48])[F:47])[CH:39]=2)[C:35](O)=[O:36])[CH2:32][CH2:31][CH2:30][CH2:29]1.C(N(CC)C(C)C)(C)C.[NH2:59][C:60]1[S:61][CH:62]=[CH:63][N:64]=1.Cl. (2) The reactants are [NH2:1][C@H:2]1[CH2:7][CH2:6][N:5]([CH2:8][CH2:9][N:10]2[C:19]3[C:14](=[C:15]([F:21])[CH:16]=[C:17]([F:20])[CH:18]=3)[CH:13]=[CH:12][C:11]2=[O:22])[CH2:4][C@H:3]1[O:23][CH3:24].[O:25]=[C:26]1[CH2:31][O:30][C:29]2[CH:32]=[CH:33][C:34]([CH:36]=O)=[N:35][C:28]=2[NH:27]1.C(O[BH-](OC(=O)C)OC(=O)C)(=O)C.[Na+].CO. The catalyst is ClCCl. The product is [F:21][C:15]1[CH:16]=[C:17]([F:20])[CH:18]=[C:19]2[C:14]=1[CH:13]=[CH:12][C:11](=[O:22])[N:10]2[CH2:9][CH2:8][N:5]1[CH2:6][CH2:7][C@H:2]([NH:1][CH2:36][C:34]2[CH:33]=[CH:32][C:29]3[O:30][CH2:31][C:26](=[O:25])[NH:27][C:28]=3[N:35]=2)[C@H:3]([O:23][CH3:24])[CH2:4]1. The yield is 0.570. (3) The reactants are [CH2:1]([O:3][C:4](=[O:39])[C:5]1[CH:10]=[CH:9][C:8]([NH:11][C:12](=[O:38])[CH:13]([N:20]2[C:24]3[CH:25]=[C:26]([F:30])[C:27]([F:29])=[CH:28][C:23]=3[N:22]=[C:21]2[C:31]2[CH:36]=[CH:35][C:34]([Cl:37])=[CH:33][CH:32]=2)[CH:14]2[CH2:19][CH2:18][CH2:17][CH2:16][CH2:15]2)=[CH:7][CH:6]=1)C.ClC1C=CC(C2N(C(C3CCCCC3)C(NC[C@H]3CC[C@H](C(O)=O)CC3)=O)C3C=CC(F)=CC=3N=2)=CC=1.COC(=O)C1C=CC(N)=C([C:87]([F:90])([F:89])[F:88])C=1. The catalyst is N1C=CC=CC=1. The product is [CH3:1][O:3][C:4](=[O:39])[C:5]1[CH:6]=[CH:7][C:8]([NH:11][C:12](=[O:38])[CH:13]([N:20]2[C:24]3[CH:25]=[C:26]([F:30])[C:27]([F:29])=[CH:28][C:23]=3[N:22]=[C:21]2[C:31]2[CH:32]=[CH:33][C:34]([Cl:37])=[CH:35][CH:36]=2)[CH:14]2[CH2:19][CH2:18][CH2:17][CH2:16][CH2:15]2)=[C:9]([C:87]([F:90])([F:89])[F:88])[CH:10]=1. The yield is 0.740. (4) The reactants are [CH3:1][CH:2]([CH3:5])[CH2:3][NH2:4].C(N(CC)CC)C.[I:13][C:14]1[CH:19]=[CH:18][C:17]([S:20](Cl)(=[O:22])=[O:21])=[CH:16][CH:15]=1. The catalyst is C(Cl)Cl. The product is [I:13][C:14]1[CH:19]=[CH:18][C:17]([S:20]([NH:4][CH2:3][CH:2]([CH3:5])[CH3:1])(=[O:22])=[O:21])=[CH:16][CH:15]=1. The yield is 0.920. (5) The reactants are [CH3:1][O:2][C:3]1[C:15]2[NH:14][C:13]3[C:8](=[CH:9][CH:10]=[CH:11][CH:12]=3)[C:7]=2[CH:6]=[CH:5][CH:4]=1.O.CN([CH:20]=[O:21])C. The catalyst is O=P(Cl)(Cl)Cl. The product is [CH:20]([N:14]1[C:15]2[C:3]([O:2][CH3:1])=[CH:4][CH:5]=[CH:6][C:7]=2[C:8]2[C:13]1=[CH:12][CH:11]=[CH:10][CH:9]=2)=[O:21]. The yield is 0.960. (6) The reactants are [O:1]=[C:2]1[C:6]2([CH2:11][CH2:10][NH:9][CH2:8][CH2:7]2)[N:5]([C:12]2[CH:17]=[CH:16][CH:15]=[CH:14][CH:13]=2)[CH2:4][N:3]1[CH2:18][C:19]1[CH:20]=[C:21]([CH:26]=[CH:27][CH:28]=1)[C:22]([O:24][CH3:25])=[O:23].I[CH2:30][CH2:31][CH2:32][C:33]1[C:41]2[C:36](=[CH:37][CH:38]=[CH:39][CH:40]=2)[NH:35][CH:34]=1.C(=O)([O-])[O-].[K+].[K+].C(OCC)(=O)C. The catalyst is O. The product is [NH:35]1[C:36]2[C:41](=[CH:40][CH:39]=[CH:38][CH:37]=2)[C:33]([CH2:32][CH2:31][CH2:30][N:9]2[CH2:10][CH2:11][C:6]3([N:5]([C:12]4[CH:13]=[CH:14][CH:15]=[CH:16][CH:17]=4)[CH2:4][N:3]([CH2:18][C:19]4[CH:20]=[C:21]([CH:26]=[CH:27][CH:28]=4)[C:22]([O:24][CH3:25])=[O:23])[C:2]3=[O:1])[CH2:7][CH2:8]2)=[CH:34]1. The yield is 0.460. (7) The reactants are [CH2:1]([N:8]([CH2:10][CH:11]1[CH:16]2[CH2:17][CH:13]([CH2:14][CH2:15]2)[C:12]1([C:19]1[S:23][C:22]2[CH:24]=[C:25]([F:28])[CH:26]=[CH:27][C:21]=2[CH:20]=1)[OH:18])C)C1C=CC=CC=1.C1COCC1. The catalyst is CCO.[Pd]. The product is [F:28][C:25]1[CH:26]=[CH:27][C:21]2[CH:20]=[C:19]([C:12]3([OH:18])[CH:11]([CH2:10][NH:8][CH3:1])[CH:16]4[CH2:17][CH:13]3[CH2:14][CH2:15]4)[S:23][C:22]=2[CH:24]=1. The yield is 0.140.